This data is from Reaction yield outcomes from USPTO patents with 853,638 reactions. The task is: Predict the reaction yield, written as a fraction of the theoretical maximum amount of product (1.0 means a 100% yield; for example, 0.34 means a 34% yield). The reactants are Cl[CH2:2][CH2:3][CH2:4][O:5][C:6]1[CH:11]=[CH:10][C:9]([C:12](=[O:14])[CH3:13])=[C:8]([O:15][CH3:16])[CH:7]=1.[CH3:17][C@@H:18]1[CH2:22][CH2:21][CH2:20][NH2+:19]1.C1(S([O-])(=O)=O)C=CC=CC=1.C(=O)([O-])[O-].[K+].[K+]. The catalyst is C(#N)C.[I-].[K+]. The product is [CH3:16][O:15][C:8]1[CH:7]=[C:6]([O:5][CH2:4][CH2:3][CH2:2][N:19]2[CH2:20][CH2:21][CH2:22][C@H:18]2[CH3:17])[CH:11]=[CH:10][C:9]=1[C:12](=[O:14])[CH3:13]. The yield is 0.570.